This data is from Forward reaction prediction with 1.9M reactions from USPTO patents (1976-2016). The task is: Predict the product of the given reaction. (1) Given the reactants C([O:3][C:4](=[O:30])[CH2:5][CH:6]1[S:10][C:9]([C:11]2[NH:12][C:13]3[C:18]([CH:19]=2)=[CH:17][CH:16]=[CH:15][C:14]=3[N:20]([CH3:29])[S:21]([C:24]2[S:25][CH:26]=[CH:27][N:28]=2)(=[O:23])=[O:22])=[N:8][CH2:7]1)C.O1CCCC1.C(O)C.[OH-].[Na+], predict the reaction product. The product is: [CH3:29][N:20]([S:21]([C:24]1[S:25][CH:26]=[CH:27][N:28]=1)(=[O:22])=[O:23])[C:14]1[CH:15]=[CH:16][CH:17]=[C:18]2[C:13]=1[NH:12][C:11]([C:9]1[S:10][CH:6]([CH2:5][C:4]([OH:30])=[O:3])[CH2:7][N:8]=1)=[CH:19]2. (2) The product is: [Cl:9][C:10]1[CH:17]=[CH:16][C:13]([C:14]2[O:6][C:3]([CH2:4][CH3:5])=[C:2]([CH3:1])[N+:7]=2[O-:8])=[CH:12][CH:11]=1. Given the reactants [CH3:1][C:2](=[N:7][OH:8])[C:3](=[O:6])[CH2:4][CH3:5].[Cl:9][C:10]1[CH:17]=[CH:16][C:13]([CH:14]=O)=[CH:12][CH:11]=1.C(O)(=O)C.Cl, predict the reaction product.